The task is: Predict the reactants needed to synthesize the given product.. This data is from Full USPTO retrosynthesis dataset with 1.9M reactions from patents (1976-2016). (1) Given the product [C:29]([C:17]1[C:18]([C:20]2[CH:21]=[N:22][N:23]3[CH:28]=[CH:27][CH:26]=[CH:25][C:24]=23)=[N:19][C:14]([NH:13][C:11]2[C:10]([O:31][CH3:32])=[CH:9][C:8]([N:33]3[CH2:38][CH2:37][N:36]([CH3:39])[CH2:35][CH2:34]3)=[C:7]([NH:6][C:1](=[O:4])[CH:2]=[CH2:3])[CH:12]=2)=[N:15][CH:16]=1)#[N:30], predict the reactants needed to synthesize it. The reactants are: [C:1](Cl)(=[O:4])[CH:2]=[CH2:3].[NH2:6][C:7]1[C:8]([N:33]2[CH2:38][CH2:37][N:36]([CH3:39])[CH2:35][CH2:34]2)=[CH:9][C:10]([O:31][CH3:32])=[C:11]([NH:13][C:14]2[N:19]=[C:18]([C:20]3[CH:21]=[N:22][N:23]4[CH:28]=[CH:27][CH:26]=[CH:25][C:24]=34)[C:17]([C:29]#[N:30])=[CH:16][N:15]=2)[CH:12]=1.CCN(C(C)C)C(C)C. (2) Given the product [C:1]([O:5][C:6](=[O:18])[NH:7][CH2:8][C@@H:9]([N:16]([C:28](=[O:29])[CH2:27][C:22]1[CH:23]=[CH:24][C:25]([Cl:26])=[C:20]([Cl:19])[CH:21]=1)[CH3:17])[C:10]1[CH:11]=[CH:12][CH:13]=[CH:14][CH:15]=1)([CH3:4])([CH3:3])[CH3:2], predict the reactants needed to synthesize it. The reactants are: [C:1]([O:5][C:6](=[O:18])[NH:7][CH2:8][C@@H:9]([NH:16][CH3:17])[C:10]1[CH:15]=[CH:14][CH:13]=[CH:12][CH:11]=1)([CH3:4])([CH3:3])[CH3:2].[Cl:19][C:20]1[CH:21]=[C:22]([CH2:27][C:28](O)=[O:29])[CH:23]=[CH:24][C:25]=1[Cl:26].O.ON1C2C=CC=CC=2N=N1.C(N(C(C)C)CC)(C)C.Cl.CN(C)CCCN=C=NCC. (3) Given the product [Br:1][C:2]1[N:6]([CH3:7])[N:5]=[CH:4][C:3]=1[C:8]1[N:9]=[CH:10][N:11]([NH2:13])[CH:12]=1, predict the reactants needed to synthesize it. The reactants are: [Br:1][C:2]1[N:6]([CH3:7])[N:5]=[CH:4][C:3]=1[C:8]1[N:9]=[CH:10][N:11]([NH:13]C(=O)OC)[CH:12]=1.[OH-].[Na+]. (4) The reactants are: COC[O:4][C:5]1[C:13]2[CH:12]=[C:11]([C:14]([OH:16])=O)[S:10][C:9]=2[CH:8]=[CH:7][CH:6]=1.Cl.[CH3:18][NH:19][O:20][CH3:21].P(C#N)(OCC)(OCC)=O. Given the product [OH:4][C:5]1[C:13]2[CH:12]=[C:11]([C:14]([N:19]([O:20][CH3:21])[CH3:18])=[O:16])[S:10][C:9]=2[CH:8]=[CH:7][CH:6]=1, predict the reactants needed to synthesize it. (5) Given the product [NH2:1][C:2]1[C:10]2[C:9]([CH3:11])=[C:8]([CH3:12])[N:7]=[N:6][C:5]=2[S:4][C:3]=1[C:13]([NH:61][CH2:60][C:57]1[CH:56]=[CH:55][C:54]([S:51]([CH2:50][F:49])(=[O:53])=[O:52])=[CH:59][CH:58]=1)=[O:15], predict the reactants needed to synthesize it. The reactants are: [NH2:1][C:2]1[C:10]2[C:9]([CH3:11])=[C:8]([CH3:12])[N:7]=[N:6][C:5]=2[S:4][C:3]=1[C:13]([OH:15])=O.CCN(C(C)C)C(C)C.CN(C(ON1N=NC2C=CC=NC1=2)=[N+](C)C)C.F[P-](F)(F)(F)(F)F.[F:49][CH2:50][S:51]([C:54]1[CH:59]=[CH:58][C:57]([CH2:60][NH2:61])=[CH:56][CH:55]=1)(=[O:53])=[O:52]. (6) Given the product [CH3:1][O:2][C:3](=[O:15])[C:4]1[C:5](=[C:10]([NH:22][C:21]2[CH:23]=[CH:24][C:25]([O:26][CH3:27])=[C:19]([O:18][CH2:16][CH3:17])[CH:20]=2)[CH:11]=[CH:12][CH:13]=1)[C:6]([O:8][CH3:9])=[O:7], predict the reactants needed to synthesize it. The reactants are: [CH3:1][O:2][C:3](=[O:15])[C:4]1[C:5](=[C:10](I)[CH:11]=[CH:12][CH:13]=1)[C:6]([O:8][CH3:9])=[O:7].[CH2:16]([O:18][C:19]1[CH:20]=[C:21]([CH:23]=[CH:24][C:25]=1[O:26][CH3:27])[NH2:22])[CH3:17].C1C=CC(P(C2C(C3C(P(C4C=CC=CC=4)C4C=CC=CC=4)=CC=C4C=3C=CC=C4)=C3C(C=CC=C3)=CC=2)C2C=CC=CC=2)=CC=1.C(=O)([O-])[O-].[Cs+].[Cs+]. (7) Given the product [CH2:43]([C:45]1[CH:54]=[C:53]2[C:48]([CH:49]=[C:50]([C:57]3[CH:58]=[C:59]([NH:64][C:65]4[N:66]=[C:7]([C:2]5[CH:3]=[CH:4][CH:5]=[CH:6][N:1]=5)[O:9][N:68]=4)[CH:60]=[CH:61][C:62]=3[CH3:63])[C:51](=[O:56])[N:52]2[CH3:55])=[CH:47][N:46]=1)[CH3:44], predict the reactants needed to synthesize it. The reactants are: [N:1]1[CH:6]=[CH:5][CH:4]=[CH:3][C:2]=1[C:7]([OH:9])=O.CCN(C(C)C)C(C)C.CN(C(ON1N=NC2C=CC=NC1=2)=[N+](C)C)C.F[P-](F)(F)(F)(F)F.[CH2:43]([C:45]1[CH:54]=[C:53]2[C:48]([CH:49]=[C:50]([C:57]3[CH:58]=[C:59]([NH:64]/[C:65](/[NH2:68])=[N:66]/O)[CH:60]=[CH:61][C:62]=3[CH3:63])[C:51](=[O:56])[N:52]2[CH3:55])=[CH:47][N:46]=1)[CH3:44]. (8) The reactants are: CS(C)=O.[CH:5]1([NH:11][C:12]2[CH:21]=[C:20]3[C:15]([C:16](=[O:33])[N:17]([CH2:28][CH2:29][CH2:30][CH2:31][OH:32])[C:18](=[O:27])[N:19]3[CH:22]3[CH2:26][CH2:25][CH2:24][CH2:23]3)=[CH:14][C:13]=2[F:34])[CH2:10][CH2:9][CH2:8][CH2:7][CH2:6]1.C(N(CC)CC)C. Given the product [CH:5]1([NH:11][C:12]2[CH:21]=[C:20]3[C:15]([C:16](=[O:33])[N:17]([CH2:28][CH2:29][CH2:30][CH:31]=[O:32])[C:18](=[O:27])[N:19]3[CH:22]3[CH2:26][CH2:25][CH2:24][CH2:23]3)=[CH:14][C:13]=2[F:34])[CH2:6][CH2:7][CH2:8][CH2:9][CH2:10]1, predict the reactants needed to synthesize it.